This data is from NCI-60 drug combinations with 297,098 pairs across 59 cell lines. The task is: Regression. Given two drug SMILES strings and cell line genomic features, predict the synergy score measuring deviation from expected non-interaction effect. (1) Drug 1: C1=CC(=CC=C1CCC2=CNC3=C2C(=O)NC(=N3)N)C(=O)NC(CCC(=O)O)C(=O)O. Drug 2: CCN(CC)CCCC(C)NC1=C2C=C(C=CC2=NC3=C1C=CC(=C3)Cl)OC. Cell line: CAKI-1. Synergy scores: CSS=15.9, Synergy_ZIP=-5.16, Synergy_Bliss=-0.158, Synergy_Loewe=-0.00255, Synergy_HSA=2.19. (2) Drug 1: C1=NC2=C(N=C(N=C2N1C3C(C(C(O3)CO)O)O)F)N. Drug 2: CCC1(CC2CC(C3=C(CCN(C2)C1)C4=CC=CC=C4N3)(C5=C(C=C6C(=C5)C78CCN9C7C(C=CC9)(C(C(C8N6C)(C(=O)OC)O)OC(=O)C)CC)OC)C(=O)OC)O.OS(=O)(=O)O. Cell line: COLO 205. Synergy scores: CSS=12.0, Synergy_ZIP=-8.78, Synergy_Bliss=-2.70, Synergy_Loewe=-8.26, Synergy_HSA=-3.95. (3) Drug 1: CS(=O)(=O)C1=CC(=C(C=C1)C(=O)NC2=CC(=C(C=C2)Cl)C3=CC=CC=N3)Cl. Drug 2: C1=CN(C(=O)N=C1N)C2C(C(C(O2)CO)O)O.Cl. Cell line: HCT-15. Synergy scores: CSS=8.20, Synergy_ZIP=-10.2, Synergy_Bliss=-3.96, Synergy_Loewe=-23.6, Synergy_HSA=-3.54. (4) Cell line: HOP-62. Drug 2: CC(C)CN1C=NC2=C1C3=CC=CC=C3N=C2N. Drug 1: CC(C)(C#N)C1=CC(=CC(=C1)CN2C=NC=N2)C(C)(C)C#N. Synergy scores: CSS=-9.90, Synergy_ZIP=3.46, Synergy_Bliss=0.198, Synergy_Loewe=-10.1, Synergy_HSA=-7.98. (5) Drug 1: CN1CCC(CC1)COC2=C(C=C3C(=C2)N=CN=C3NC4=C(C=C(C=C4)Br)F)OC. Drug 2: C1=NC2=C(N=C(N=C2N1C3C(C(C(O3)CO)O)F)Cl)N. Cell line: M14. Synergy scores: CSS=11.0, Synergy_ZIP=-1.33, Synergy_Bliss=-2.79, Synergy_Loewe=-40.0, Synergy_HSA=-4.82. (6) Drug 1: CC1C(C(CC(O1)OC2CC(CC3=C2C(=C4C(=C3O)C(=O)C5=C(C4=O)C(=CC=C5)OC)O)(C(=O)CO)O)N)O.Cl. Drug 2: N.N.Cl[Pt+2]Cl. Cell line: K-562. Synergy scores: CSS=73.3, Synergy_ZIP=-3.96, Synergy_Bliss=-2.84, Synergy_Loewe=-1.17, Synergy_HSA=2.86. (7) Drug 1: C1=CN(C=N1)CC(O)(P(=O)(O)O)P(=O)(O)O. Drug 2: CC12CCC3C(C1CCC2OP(=O)(O)O)CCC4=C3C=CC(=C4)OC(=O)N(CCCl)CCCl.[Na+]. Cell line: MDA-MB-435. Synergy scores: CSS=-4.35, Synergy_ZIP=2.14, Synergy_Bliss=2.94, Synergy_Loewe=-0.609, Synergy_HSA=-0.397. (8) Drug 1: C1CN1C2=NC(=NC(=N2)N3CC3)N4CC4. Drug 2: C1CNP(=O)(OC1)N(CCCl)CCCl. Cell line: EKVX. Synergy scores: CSS=11.4, Synergy_ZIP=-5.12, Synergy_Bliss=-2.83, Synergy_Loewe=-21.2, Synergy_HSA=-0.642. (9) Drug 1: C1CCN(CC1)CCOC2=CC=C(C=C2)C(=O)C3=C(SC4=C3C=CC(=C4)O)C5=CC=C(C=C5)O. Drug 2: C1C(C(OC1N2C=NC3=C(N=C(N=C32)Cl)N)CO)O. Cell line: TK-10. Synergy scores: CSS=-0.0295, Synergy_ZIP=-0.229, Synergy_Bliss=0.313, Synergy_Loewe=-2.77, Synergy_HSA=-1.99.